Dataset: Forward reaction prediction with 1.9M reactions from USPTO patents (1976-2016). Task: Predict the product of the given reaction. (1) Given the reactants [F:1][C:2]1[CH:3]=[N:4][C:5]2[CH:6]=[CH:7][C:8](=[O:32])[N:9]3[C@H:14]([CH2:15][N:16]4[CH2:21][CH2:20][CH:19]([OH:22])[CH:18]([CH2:23][NH:24]C(=O)OC(C)(C)C)[CH2:17]4)[CH2:13][O:12][C:11]=1[C:10]=23.[F:33][C:34]([F:39])([F:38])[C:35]([OH:37])=[O:36], predict the reaction product. The product is: [F:33][C:34]([F:39])([F:38])[C:35]([OH:37])=[O:36].[NH2:24][CH2:23][CH:18]1[CH:19]([OH:22])[CH2:20][CH2:21][N:16]([CH2:15][C@H:14]2[N:9]3[C:10]4[C:11](=[C:2]([F:1])[CH:3]=[N:4][C:5]=4[CH:6]=[CH:7][C:8]3=[O:32])[O:12][CH2:13]2)[CH2:17]1. (2) Given the reactants [CH:1]1([O:7][C:8]2[N:13]=[C:12]([C:14]([O:16]C)=O)[CH:11]=[CH:10][CH:9]=2)[CH2:6][CH2:5][CH2:4][CH2:3][CH2:2]1.[CH3:18][C:19]#[N:20], predict the reaction product. The product is: [CH:1]1([O:7][C:8]2[N:13]=[C:12]([C:14](=[O:16])[CH2:18][C:19]#[N:20])[CH:11]=[CH:10][CH:9]=2)[CH2:2][CH2:3][CH2:4][CH2:5][CH2:6]1. (3) Given the reactants [F:1][C:2]1[CH:7]=[CH:6][CH:5]=[C:4]([F:8])[C:3]=1[C:9](=[O:19])[CH2:10][CH2:11][C:12]([O:14]C(C)(C)C)=[O:13].FC(F)(F)C(O)=O, predict the reaction product. The product is: [F:1][C:2]1[CH:7]=[CH:6][CH:5]=[C:4]([F:8])[C:3]=1[C:9](=[O:19])[CH2:10][CH2:11][C:12]([OH:14])=[O:13]. (4) Given the reactants Cl[C:2]1[CH:3]=[CH:4][C:5]2[N:6]([C:8]([C:11]3[O:19][C:14]4=[CH:15][N:16]=[CH:17][CH:18]=[C:13]4[CH:12]=3)=[CH:9][N:10]=2)[N:7]=1.[CH3:20][NH:21][CH2:22][CH:23]([C:25]1[CH:30]=[CH:29][CH:28]=[CH:27][CH:26]=1)[OH:24].C(N(CC)C(C)C)(C)C, predict the reaction product. The product is: [O:19]1[C:14]2=[CH:15][N:16]=[CH:17][CH:18]=[C:13]2[CH:12]=[C:11]1[C:8]1[N:6]2[N:7]=[C:2]([N:21]([CH3:20])[CH2:22][CH:23]([C:25]3[CH:30]=[CH:29][CH:28]=[CH:27][CH:26]=3)[OH:24])[CH:3]=[CH:4][C:5]2=[N:10][CH:9]=1. (5) Given the reactants [OH:1][C:2]1[CH:7]=[CH:6][C:5]([C:8]2[CH:13]=[CH:12][C:11]([OH:14])=[CH:10][CH:9]=2)=[CH:4][CH:3]=1.Br[CH2:16][CH2:17][CH2:18][OH:19].C(=O)([O-])[O-].[K+].[K+], predict the reaction product. The product is: [OH:19][CH2:18][CH2:17][CH2:16][O:1][C:2]1[CH:3]=[CH:4][C:5]([C:8]2[CH:13]=[CH:12][C:11]([OH:14])=[CH:10][CH:9]=2)=[CH:6][CH:7]=1. (6) Given the reactants F[C:2]1[C:7]([F:8])=[C:6]([O:9][CH2:10][CH:11]2[CH2:15][O:14][C:13]([CH3:17])([CH3:16])[O:12]2)[C:5]([F:18])=[C:4]([F:19])[N:3]=1.C([O-])([O-])=O.[Cs+].[Cs+].[OH:26][C:27]1[CH:28]=[C:29]([CH:32]=[CH:33][C:34]=1[O:35][CH2:36][C:37]1[CH:42]=[CH:41][CH:40]=[CH:39][CH:38]=1)[C:30]#[N:31], predict the reaction product. The product is: [F:8][C:7]1[C:2]([O:26][C:27]2[CH:28]=[C:29]([CH:32]=[CH:33][C:34]=2[O:35][CH2:36][C:37]2[CH:42]=[CH:41][CH:40]=[CH:39][CH:38]=2)[C:30]#[N:31])=[N:3][C:4]([F:19])=[C:5]([F:18])[C:6]=1[O:9][CH2:10][CH:11]1[CH2:15][O:14][C:13]([CH3:17])([CH3:16])[O:12]1. (7) Given the reactants [Cl:1][C:2]1[C:11]2[C:6](=[CH:7][C:8]([CH:12]=[O:13])=[CH:9][CH:10]=2)[CH:5]=[C:4]([Cl:14])[N:3]=1.[BH4-].[Na+], predict the reaction product. The product is: [Cl:1][C:2]1[C:11]2[C:6](=[CH:7][C:8]([CH2:12][OH:13])=[CH:9][CH:10]=2)[CH:5]=[C:4]([Cl:14])[N:3]=1. (8) Given the reactants [CH3:1][O:2][C:3](=[O:22])[CH:4](Cl)[CH2:5][C:6]1[CH:11]=[CH:10][C:9]([C:12]([CH3:20])([CH3:19])[O:13][SiH2:14][C:15]([CH3:18])([CH3:17])[CH3:16])=[CH:8][CH:7]=1.C([O-])([O-])=O.[Cs+].[Cs+].[F:29][C:30]1[CH:35]=[CH:34][C:33]([CH2:36][CH2:37][SH:38])=[CH:32][CH:31]=1, predict the reaction product. The product is: [CH3:1][O:2][C:3](=[O:22])[CH:4]([S:38][CH2:37][CH2:36][C:33]1[CH:34]=[CH:35][C:30]([F:29])=[CH:31][CH:32]=1)[CH2:5][C:6]1[CH:11]=[CH:10][C:9]([C:12]([CH3:20])([CH3:19])[O:13][SiH2:14][C:15]([CH3:18])([CH3:17])[CH3:16])=[CH:8][CH:7]=1. (9) The product is: [CH3:1][O:2][C:3](=[O:25])[CH:4]=[CH:5][C:6]1[CH:11]=[CH:10][C:9]([CH2:12][N:13]([CH2:14][CH2:15][C:16]2[C:24]3[C:19](=[CH:20][CH:21]=[CH:22][CH:23]=3)[NH:18][CH:17]=2)[C:42]([NH:41][C:33](=[O:40])[C:34]2[CH:35]=[CH:36][CH:37]=[CH:38][CH:39]=2)=[O:43])=[CH:8][CH:7]=1. Given the reactants [CH3:1][O:2][C:3](=[O:25])[CH:4]=[CH:5][C:6]1[CH:11]=[CH:10][C:9]([CH2:12][NH:13][CH2:14][CH2:15][C:16]2[C:24]3[C:19](=[CH:20][CH:21]=[CH:22][CH:23]=3)[NH:18][CH:17]=2)=[CH:8][CH:7]=1.C(N(CC)CC)C.[C:33]([N:41]=[C:42]=[O:43])(=[O:40])[C:34]1[CH:39]=[CH:38][CH:37]=[CH:36][CH:35]=1, predict the reaction product.